Dataset: Experimentally validated miRNA-target interactions with 360,000+ pairs, plus equal number of negative samples. Task: Binary Classification. Given a miRNA mature sequence and a target amino acid sequence, predict their likelihood of interaction. (1) The miRNA is hsa-miR-8063 with sequence UCAAAAUCAGGAGUCGGGGCUU. The protein sequence of the target gene is MVRVRAVVMARDDSSGGWLPVGGGGLSQVSVCRVRGARPEGGARQGHYVIHGERLRDQKTTLECTLKPGLVYNKVNPIFHHWSLGDCKFGLTFQSPAEADEFQKSLLAALAALGRGSLTPSSSSSSSSPSQDTAETPCPLTSHVDSDSSSSHSRQETPPSAAAAPIITMESASGFGPTTPPQRRRSSAQSYPPLLPFTGIPEPSEPLAGAGGLGWGGRGYEDYRRSGPPAPLALSTCVVRFAKTGALRGAALGPPAALPAPLTEAAPPAPPARPPPGPGPSSAPAKASPEAEEAARCVHC.... Result: 1 (interaction). (2) The miRNA is mmu-miR-669b-3p with sequence CAUAUACAUACACACAAACAUAU. The protein sequence of the target gene is MTPILTVLICLGLSLDPRTHVQAGPLPKPTLWAEPGSVITQGSPVTLRCQGSLETQEYHLYREKKTALWITRIPQELVKKGQFPILSITWEHAGRYCCIYGSHTAGLSESSDPLELVVTGAYSKPTLSALPSPVVTSGGNVTIQCDSQVAFDGFILCKEGEDEHPQCLNSHSHARGSSRAIFSVGPVSPSRRWSYRCYGYDSRAPYVWSLPSDLLGLLVPGVSKKPSLSVQPGPVVAPGEKLTFQCGSDAGYDRFVLYKEWGRDFLQRPGRQPQAGLSQANFTLGPVSRSYGGQYTCSGA.... Result: 0 (no interaction). (3) The miRNA is hsa-miR-122-5p with sequence UGGAGUGUGACAAUGGUGUUUG. The protein sequence of the target gene is MPSSTAMAVGALSSSLLVTCCLMVALCSPSIPLEKLAQAPEQPGQEKREHASRDGPGRVNELGRPARDEGGSGRDWKSKSGRGLAGREPWSKLKQAWVSQGGGAKAGDLQVRPRGDTPQAEALAAAAQDAIGPELAPTPEPPEEYVYPDYRGKGCVDESGFVYAIGEKFAPGPSACPCLCTEEGPLCAQPECPRLHPRCIHVDTSQCCPQCKERKNYCEFRGKTYQTLEEFVVSPCERCRCEANGEVLCTVSACPQTECVDPVYEPDQCCPICKNGPNCFAETAVIPAGREVKTDECTIC.... Result: 1 (interaction).